Dataset: Reaction yield outcomes from USPTO patents with 853,638 reactions. Task: Predict the reaction yield, written as a fraction of the theoretical maximum amount of product (1.0 means a 100% yield; for example, 0.34 means a 34% yield). (1) The reactants are [NH2:1][CH2:2][C@H:3]1[CH2:8][CH2:7][C@H:6]([N:9]2[C:13]3=[C:14]4[S:20][CH:19]=[CH:18][C:15]4=[N:16][CH:17]=[C:12]3[N:11]=[C:10]2[CH2:21][C:22]#[N:23])[CH2:5][CH2:4]1.C(N(CC)CC)C.Cl[C:32]([O:34][CH:35]([CH3:37])[CH3:36])=[O:33]. The catalyst is C(Cl)Cl.C1(C)C=CC=CC=1. The product is [CH:35]([O:34][C:32](=[O:33])[NH:1][CH2:2][C@H:3]1[CH2:8][CH2:7][C@H:6]([N:9]2[C:13]3=[C:14]4[S:20][CH:19]=[CH:18][C:15]4=[N:16][CH:17]=[C:12]3[N:11]=[C:10]2[CH2:21][C:22]#[N:23])[CH2:5][CH2:4]1)([CH3:37])[CH3:36]. The yield is 0.120. (2) The reactants are [CH:1]1([N:6]2[C:10]3[CH:11]=[CH:12][C:13]([NH2:15])=[CH:14][C:9]=3[N:8]=[CH:7]2)[CH2:5][CH2:4][CH2:3][CH2:2]1.[Br:16]Br.N.CO.C(Cl)Cl. The catalyst is CC(O)=O. The product is [CH:1]1([N:6]2[C:10]3[CH:11]=[CH:12][C:13]([NH2:15])=[C:14]([Br:16])[C:9]=3[N:8]=[CH:7]2)[CH2:2][CH2:3][CH2:4][CH2:5]1. The yield is 0.350. (3) The reactants are C(Cl)(=O)C(Cl)=O.[F:7][C:8]1[CH:9]=[CH:10][C:11]([C:17]([F:20])([F:19])[F:18])=[C:12]([CH:16]=1)[C:13]([OH:15])=O.[CH3:21][O:22][C:23]([CH:25]1[CH2:30][N:29]([C:31](=[O:47])[CH2:32][NH:33][C:34]([C:36]2[CH:40]=[C:39]([C:41]3[CH:46]=[CH:45][CH:44]=[CH:43][CH:42]=3)[NH:38][N:37]=2)=[O:35])[CH2:28][CH2:27][NH:26]1)=[O:24].CCN(C(C)C)C(C)C. The catalyst is C(Cl)Cl.CN(C=O)C. The product is [CH3:21][O:22][C:23]([CH:25]1[CH2:30][N:29]([C:31](=[O:47])[CH2:32][NH:33][C:34]([C:36]2[CH:40]=[C:39]([C:41]3[CH:46]=[CH:45][CH:44]=[CH:43][CH:42]=3)[NH:38][N:37]=2)=[O:35])[CH2:28][CH2:27][N:26]1[C:13](=[O:15])[C:12]1[CH:16]=[C:8]([F:7])[CH:9]=[CH:10][C:11]=1[C:17]([F:20])([F:19])[F:18])=[O:24]. The yield is 0.807. (4) The reactants are [NH2:1][C:2](=[O:22])[C@@H:3]([NH:5][C:6]1[N:11]=[C:10]([C:12]2[CH:17]=[CH:16][N:15]=[C:14](F)[CH:13]=2)[N:9]=[C:8]([C:19]([NH2:21])=[O:20])[CH:7]=1)[CH3:4].[F:23][C:24]1[CH:29]=[CH:28][C:27]([OH:30])=[CH:26][CH:25]=1.C([O-])([O-])=O.[Cs+].[Cs+].C(Cl)Cl. The catalyst is CN(C=O)C. The product is [NH2:1][C:2](=[O:22])[C@@H:3]([NH:5][C:6]1[N:11]=[C:10]([C:12]2[CH:17]=[CH:16][N:15]=[C:14]([O:30][C:27]3[CH:28]=[CH:29][C:24]([F:23])=[CH:25][CH:26]=3)[CH:13]=2)[N:9]=[C:8]([C:19]([NH2:21])=[O:20])[CH:7]=1)[CH3:4]. The yield is 0.500.